Dataset: Full USPTO retrosynthesis dataset with 1.9M reactions from patents (1976-2016). Task: Predict the reactants needed to synthesize the given product. (1) Given the product [C:20]([C:18]1[N:17]([CH2:24][CH:25]2[CH2:30][CH2:29][CH2:28][CH2:27][CH2:26]2)[C:16]2[CH:31]=[CH:32][C:13]([N:11]([CH3:12])[S:8]([C:5]3[CH:6]=[CH:7][C:2]([N:38]([CH3:39])[CH3:37])=[CH:3][CH:4]=3)(=[O:10])=[O:9])=[CH:14][C:15]=2[N:19]=1)([CH3:23])([CH3:22])[CH3:21], predict the reactants needed to synthesize it. The reactants are: Br[C:2]1[CH:7]=[CH:6][C:5]([S:8]([N:11]([C:13]2[CH:32]=[CH:31][C:16]3[N:17]([CH2:24][CH:25]4[CH2:30][CH2:29][CH2:28][CH2:27][CH2:26]4)[C:18]([C:20]([CH3:23])([CH3:22])[CH3:21])=[N:19][C:15]=3[CH:14]=2)[CH3:12])(=[O:10])=[O:9])=[CH:4][CH:3]=1.C(CN)O.[CH3:37][N:38](C=O)[CH3:39]. (2) Given the product [NH2:1][C:2]1[CH:7]=[CH:6][CH:5]=[C:4]([O:8][CH3:9])[C:3]=1[C:10]([OH:12])([CH3:13])[CH3:11], predict the reactants needed to synthesize it. The reactants are: [NH2:1][C:2]1[CH:7]=[CH:6][CH:5]=[C:4]([O:8][CH3:9])[C:3]=1[C:10](=[O:12])[CH3:11].[CH3:13][Mg]Br.CCOCC. (3) Given the product [F:19][C:10]1[C:9](=[O:20])[N:8]([CH3:21])[C:7]([CH2:6][C:5]([O-:22])=[O:4])=[N:12][C:11]=1[N:13]1[CH2:18][CH2:17][O:16][CH2:15][CH2:14]1.[Na+:2], predict the reactants needed to synthesize it. The reactants are: [OH-].[Na+:2].C[O:4][C:5](=[O:22])[CH2:6][C:7]1[N:8]([CH3:21])[C:9](=[O:20])[C:10]([F:19])=[C:11]([N:13]2[CH2:18][CH2:17][O:16][CH2:15][CH2:14]2)[N:12]=1. (4) Given the product [CH3:32][C@@H:13]1[C@H:14]([NH:17][CH2:18][C:19]2[CH:20]=[C:21]([C:25]3[CH:30]=[CH:29][N:28]=[C:27]([NH:33][CH2:34][CH2:35][C:36]4[CH:41]=[CH:40][C:39]([OH:42])=[CH:38][CH:37]=4)[N:26]=3)[CH:22]=[CH:23][CH:24]=2)[CH2:15][CH2:16][NH:11][CH2:12]1, predict the reactants needed to synthesize it. The reactants are: C(OC([N:11]1[CH2:16][CH2:15][C@@H:14]([NH:17][CH2:18][C:19]2[CH:24]=[CH:23][CH:22]=[C:21]([C:25]3[CH:30]=[CH:29][N:28]=[C:27](Cl)[N:26]=3)[CH:20]=2)[C@@H:13]([CH3:32])[CH2:12]1)=O)C1C=CC=CC=1.[NH2:33][CH2:34][CH2:35][C:36]1[CH:41]=[CH:40][C:39]([OH:42])=[CH:38][CH:37]=1. (5) The reactants are: [F:1][C:2]1[CH:3]=[C:4]([C:10](=[O:16])[C:11]([O:13]CC)=[O:12])[CH:5]=[CH:6][C:7]=1[S:8][CH3:9].C(OCC)(=O)C.CCCCCC.Cl. Given the product [F:1][C:2]1[CH:3]=[C:4]([C:10](=[O:16])[C:11]([OH:13])=[O:12])[CH:5]=[CH:6][C:7]=1[S:8][CH3:9], predict the reactants needed to synthesize it. (6) Given the product [C:1]([O:5][C:6]([NH:8][C@H:9]([CH3:18])[CH2:10][CH2:11][CH2:12][C:13]([O:15][CH2:16][CH3:17])=[O:14])=[O:7])([CH3:4])([CH3:3])[CH3:2], predict the reactants needed to synthesize it. The reactants are: [C:1]([O:5][C:6]([NH:8][C@H:9]([CH3:18])[CH2:10]/[CH:11]=[CH:12]/[C:13]([O:15][CH2:16][CH3:17])=[O:14])=[O:7])([CH3:4])([CH3:3])[CH3:2].[H][H].